From a dataset of Reaction yield outcomes from USPTO patents with 853,638 reactions. Predict the reaction yield, written as a fraction of the theoretical maximum amount of product (1.0 means a 100% yield; for example, 0.34 means a 34% yield). (1) The reactants are [C:1]([O:5][C:6]([N:8]([C:16]1[C:21]([C:22]#[CH:23])=[N:20][C:19]([N:24]2[CH2:29][CH2:28][N:27]([S:30]([CH2:33][CH3:34])(=[O:32])=[O:31])[CH2:26][CH2:25]2)=[CH:18][N:17]=1)[C:9](=[O:15])[O:10][C:11]([CH3:14])([CH3:13])[CH3:12])=[O:7])([CH3:4])([CH3:3])[CH3:2].Cl.[N:36]([C:39]1[CH:45]=[CH:44][C:42]([NH2:43])=[CH:41][CH:40]=1)=[N+:37]=[N-:38].O=C1O[C@H]([C@H](CO)O)C([O-])=C1O.[Na+].CCN(C(C)C)C(C)C. The catalyst is CC(O)(C)C.O. The product is [C:11]([O:10][C:9]([N:8]([C:16]1[C:21]([C:22]2[N:38]=[N:37][N:36]([C:39]3[CH:45]=[CH:44][C:42]([NH2:43])=[CH:41][CH:40]=3)[CH:23]=2)=[N:20][C:19]([N:24]2[CH2:29][CH2:28][N:27]([S:30]([CH2:33][CH3:34])(=[O:31])=[O:32])[CH2:26][CH2:25]2)=[CH:18][N:17]=1)[C:6](=[O:7])[O:5][C:1]([CH3:2])([CH3:3])[CH3:4])=[O:15])([CH3:12])([CH3:14])[CH3:13]. The yield is 1.00. (2) The reactants are [N:1]1[CH:6]=[CH:5][CH:4]=[N:3][CH:2]=1.[Li+].[OH-].CN(C(ON1N=[N:24][C:19]2C=C[CH:22]=[N:23][C:18]1=2)=[N+](C)C)C.F[P-](F)(F)(F)(F)F.CC[N:35]([CH:39]([CH3:41])C)[CH:36]([CH3:38])[CH3:37].[CH2:42]([NH2:52])[C:43]1[CH:51]=[CH:50][C:49]2[O:48][CH2:47][O:46][C:45]=2[CH:44]=1.[CH2:53]1[CH2:57][O:56][CH2:55][CH2:54]1.O. No catalyst specified. The product is [O:48]1[C:49]2[CH:50]=[CH:51][C:43]([CH2:42][NH:52][C:55]([C:54]3[CH:37]=[C:36]4[C:38]([CH:41]=[CH:39][N:35]4[C:6]4[CH:5]=[CH:4][N:3]=[C:2]([N:23]5[CH:18]=[CH:19][N:24]=[CH:22]5)[N:1]=4)=[CH:57][CH:53]=3)=[O:56])=[CH:44][C:45]=2[O:46][CH2:47]1. The yield is 0.0400. (3) The catalyst is CN(C=O)C.C(OCC)(=O)C. The product is [CH2:74]([N:73]([CH3:72])[C:36]([C@@H:9]1[CH2:10][C@H:11]([O:13][C:14]2[C:23]3[C:18](=[C:19]([CH3:26])[C:20]([O:24][CH3:25])=[CH:21][CH:22]=3)[N:17]=[C:16]([C:27]3[S:28][CH:29]=[C:30]([C:32]([F:35])([F:34])[F:33])[N:31]=3)[CH:15]=2)[CH2:12][N:8]1[C:6]([O:5][C:1]([CH3:4])([CH3:2])[CH3:3])=[O:7])=[O:37])[CH2:75][CH2:76][CH2:77][CH:78]=[CH2:79]. The yield is 0.900. The reactants are [C:1]([O:5][C:6]([N:8]1[CH2:12][C@@H:11]([O:13][C:14]2[C:23]3[C:18](=[C:19]([CH3:26])[C:20]([O:24][CH3:25])=[CH:21][CH:22]=3)[N:17]=[C:16]([C:27]3[S:28][CH:29]=[C:30]([C:32]([F:35])([F:34])[F:33])[N:31]=3)[CH:15]=2)[CH2:10][C@H:9]1[C:36](O)=[O:37])=[O:7])([CH3:4])([CH3:3])[CH3:2].F[B-](F)(F)F.N1(OC(N(C)C)=[N+](C)C)C2C=CC=CC=2N=N1.S(C1C=CC(C)=CC=1)(O)(=O)=O.[CH3:72][NH:73][CH2:74][CH2:75][CH2:76][CH2:77][CH:78]=[CH:79]C.C(N(C(C)C)CC)(C)C. (4) The reactants are O.[OH-].[Li+].C[O:5][C:6](=[O:27])[C:7]1[CH:12]=[CH:11][C:10]([O:13][CH2:14][C:15]2[N:16]([CH3:26])[N:17]=[N:18][C:19]=2[C:20]2[CH:25]=[CH:24][CH:23]=[CH:22][N:21]=2)=[N:9][CH:8]=1. The catalyst is O.C1COCC1.CO. The product is [CH3:26][N:16]1[C:15]([CH2:14][O:13][C:10]2[CH:11]=[CH:12][C:7]([C:6]([OH:27])=[O:5])=[CH:8][N:9]=2)=[C:19]([C:20]2[CH:25]=[CH:24][CH:23]=[CH:22][N:21]=2)[N:18]=[N:17]1. The yield is 0.700. (5) The reactants are N[C:2]1[N:11]=[CH:10][C:9]2[CH2:8][CH2:7][C:6]3[C:12]([C:16]([NH:18][C@@H:19]([C:27]4[CH:32]=[CH:31][CH:30]=[CH:29][CH:28]=4)[CH2:20][N:21]4[CH2:26][CH2:25][O:24][CH2:23][CH2:22]4)=[O:17])=[N:13][N:14]([CH3:15])[C:5]=3[C:4]=2[N:3]=1.[I-:33].[Cs+].II.N(OCCC(C)C)=O. The catalyst is C(COC)OC.[Cu](I)I. The product is [I:33][C:2]1[N:11]=[CH:10][C:9]2[CH2:8][CH2:7][C:6]3[C:12]([C:16]([NH:18][C@@H:19]([C:27]4[CH:32]=[CH:31][CH:30]=[CH:29][CH:28]=4)[CH2:20][N:21]4[CH2:22][CH2:23][O:24][CH2:25][CH2:26]4)=[O:17])=[N:13][N:14]([CH3:15])[C:5]=3[C:4]=2[N:3]=1. The yield is 0.400. (6) The reactants are [F:1][C:2]1([F:60])[CH2:7][CH2:6][CH:5]([C:8]2[C:17]3[CH:16]([O:18]CC4C=CC(OC)=CC=4)[CH2:15][C:14]([CH3:29])([CH3:28])[CH2:13][C:12]=3[N:11]=[C:10]([CH:30]3[CH2:35][CH2:34][N:33]([C:36]4[N:41]=[CH:40][C:39]([CH2:42][O:43][CH2:44][CH:45]([CH3:47])[CH3:46])=[CH:38][N:37]=4)[CH2:32][CH2:31]3)[C:9]=2[CH:48]([F:59])[C:49]2[CH:54]=[CH:53][C:52]([C:55]([F:58])([F:57])[F:56])=[CH:51][CH:50]=2)[CH2:4][CH2:3]1.FC1(F)CCC(C2C3C(OCC4C=CC(OC)=CC=4)CC(C)(C)CC=3N=C(C3CCN(C4N=CC(COCC)=CN=4)CC3)C=2C(F)C2C=CC(C(F)(F)F)=CC=2)CC1. No catalyst specified. The product is [F:60][C:2]1([F:1])[CH2:3][CH2:4][CH:5]([C:8]2[C:17]3[CH:16]([OH:18])[CH2:15][C:14]([CH3:28])([CH3:29])[CH2:13][C:12]=3[N:11]=[C:10]([CH:30]3[CH2:31][CH2:32][N:33]([C:36]4[N:41]=[CH:40][C:39]([CH2:42][O:43][CH2:44][CH:45]([CH3:46])[CH3:47])=[CH:38][N:37]=4)[CH2:34][CH2:35]3)[C:9]=2[CH:48]([F:59])[C:49]2[CH:50]=[CH:51][C:52]([C:55]([F:56])([F:58])[F:57])=[CH:53][CH:54]=2)[CH2:6][CH2:7]1. The yield is 0.690.